Dataset: Catalyst prediction with 721,799 reactions and 888 catalyst types from USPTO. Task: Predict which catalyst facilitates the given reaction. (1) Reactant: CC(C[AlH]CC(C)C)C.COC1C=CC(/C=C/C=O)=CC=1.[CH3:22][O:23][C:24]1[CH:33]=[CH:32][CH:31]=[CH:30][C:25]=1/[CH:26]=[CH:27]/[CH:28]=[O:29]. Product: [CH3:22][O:23][C:24]1[CH:33]=[CH:32][CH:31]=[CH:30][C:25]=1/[CH:26]=[CH:27]/[CH2:28][OH:29]. The catalyst class is: 17. (2) Reactant: [Cl:1][C:2]1[CH:3]=[CH:4][C:5]2[NH:11][C:10](=O)[C@@H:9]([CH2:13][C:14]([O:16][CH2:17][CH3:18])=[O:15])[S:8][C@H:7]([C:19]3[CH:24]=[CH:23][CH:22]=[C:21]([F:25])[C:20]=3[F:26])[C:6]=2[CH:27]=1.COC1C=CC(P2(SP(C3C=CC(OC)=CC=3)(=S)S2)=[S:37])=CC=1. Product: [Cl:1][C:2]1[CH:3]=[CH:4][C:5]2[NH:11][C:10](=[S:37])[C@@H:9]([CH2:13][C:14]([O:16][CH2:17][CH3:18])=[O:15])[S:8][C@H:7]([C:19]3[CH:24]=[CH:23][CH:22]=[C:21]([F:25])[C:20]=3[F:26])[C:6]=2[CH:27]=1. The catalyst class is: 11. (3) Reactant: [C:1]([C:5]1[CH:6]=[C:7]([CH:15]([S:19]([C:22]2[CH:28]=[CH:27][C:25]([CH3:26])=[CH:24][CH:23]=2)(=[O:21])=[O:20])[NH:16][CH:17]=O)[CH:8]=[C:9]([C:11]([CH3:14])([CH3:13])[CH3:12])[CH:10]=1)([CH3:4])([CH3:3])[CH3:2].O=P(Cl)(Cl)Cl.N1C=C(C)C=CC=1C.C([O-])(O)=O.[Na+]. Product: [C:11]([C:9]1[CH:8]=[C:7]([CH:15]([N+:16]#[C-:17])[S:19]([C:22]2[CH:23]=[CH:24][C:25]([CH3:26])=[CH:27][CH:28]=2)(=[O:21])=[O:20])[CH:6]=[C:5]([C:1]([CH3:4])([CH3:3])[CH3:2])[CH:10]=1)([CH3:13])([CH3:14])[CH3:12]. The catalyst class is: 1.